Task: Predict the product of the given reaction.. Dataset: Forward reaction prediction with 1.9M reactions from USPTO patents (1976-2016) (1) Given the reactants C(=O)([O-])[O-].[K+].[K+].[Br:7][C:8]1[CH:42]=[CH:41][C:11]([C:12]([NH:14][C:15]2[C:16]3[CH:29]=[C:28]([C:30]([NH:32][N:33]([CH3:40])[C:34]4[CH:39]=[CH:38][CH:37]=[CH:36][CH:35]=4)=[O:31])[S:27][C:17]=3[N:18](C(OC(C)(C)C)=O)[N:19]=2)=[O:13])=[CH:10][CH:9]=1, predict the reaction product. The product is: [Br:7][C:8]1[CH:9]=[CH:10][C:11]([C:12]([NH:14][C:15]2[C:16]3[CH:29]=[C:28]([C:30]([NH:32][N:33]([CH3:40])[C:34]4[CH:39]=[CH:38][CH:37]=[CH:36][CH:35]=4)=[O:31])[S:27][C:17]=3[NH:18][N:19]=2)=[O:13])=[CH:41][CH:42]=1. (2) Given the reactants [NH2:1][CH:2]([CH2:19][C:20]1[CH:25]=[CH:24][CH:23]=[C:22]([O:26][C:27]([F:32])([F:31])[CH:28]([F:30])[F:29])[CH:21]=1)[CH:3]([C:5]1[CH:10]=[CH:9][C:8]([O:11]CC2C=CC=CC=2)=[CH:7][CH:6]=1)[OH:4], predict the reaction product. The product is: [NH2:1][CH:2]([CH2:19][C:20]1[CH:25]=[CH:24][CH:23]=[C:22]([O:26][C:27]([F:31])([F:32])[CH:28]([F:29])[F:30])[CH:21]=1)[CH:3]([C:5]1[CH:10]=[CH:9][C:8]([OH:11])=[CH:7][CH:6]=1)[OH:4]. (3) The product is: [NH2:9][C:8]1[CH:7]=[CH:6][C:5]([C:12]([C:16]2[CH:21]=[C:20]([O:22][CH3:23])[C:19]([O:24][CH3:25])=[C:18]([O:26][CH3:27])[CH:17]=2)=[CH:13][C:14]#[N:15])=[CH:4][C:3]=1[O:2][CH3:1]. Given the reactants [CH3:1][O:2][C:3]1[CH:4]=[C:5]([C:12]([C:16]2[CH:21]=[C:20]([O:22][CH3:23])[C:19]([O:24][CH3:25])=[C:18]([O:26][CH3:27])[CH:17]=2)=[CH:13][C:14]#[N:15])[CH:6]=[CH:7][C:8]=1[N+:9]([O-])=O.O.O.[Sn](Cl)(Cl)(Cl)Cl.[OH-].[Na+], predict the reaction product. (4) The product is: [Cl:1][C:2]1[CH:3]=[C:4]2[C:10]([CH:48]([C:36]3[N:37]([CH2:39][C:40]4[CH:41]=[CH:42][C:43]([O:46][CH3:47])=[CH:44][CH:45]=4)[N:38]=[C:34]([NH:33][CH2:32][C:31]4[CH:30]=[CH:29][C:28]([F:27])=[CH:51][CH:50]=4)[CH:35]=3)[OH:49])=[CH:9][N:8]([Si:12]([CH:19]([CH3:21])[CH3:20])([CH:16]([CH3:18])[CH3:17])[CH:13]([CH3:15])[CH3:14])[C:5]2=[N:6][CH:7]=1. Given the reactants [Cl:1][C:2]1[CH:3]=[C:4]2[C:10](I)=[CH:9][N:8]([Si:12]([CH:19]([CH3:21])[CH3:20])([CH:16]([CH3:18])[CH3:17])[CH:13]([CH3:15])[CH3:14])[C:5]2=[N:6][CH:7]=1.C([Mg]Cl)(C)C.[F:27][C:28]1[CH:51]=[CH:50][C:31]([CH2:32][NH:33][C:34]2[CH:35]=[C:36]([CH:48]=[O:49])[N:37]([CH2:39][C:40]3[CH:45]=[CH:44][C:43]([O:46][CH3:47])=[CH:42][CH:41]=3)[N:38]=2)=[CH:30][CH:29]=1, predict the reaction product. (5) Given the reactants Cl[CH2:2][C:3]1[C:4]([CH:19]2[CH2:21][CH2:20]2)=[N:5][C:6]([C:9]2[CH:14]=[CH:13][C:12]([C:15]([F:18])([F:17])[F:16])=[CH:11][CH:10]=2)=[N:7][CH:8]=1.[C-:22]#[N:23].[Na+].O, predict the reaction product. The product is: [CH:19]1([C:4]2[C:3]([CH2:2][C:22]#[N:23])=[CH:8][N:7]=[C:6]([C:9]3[CH:14]=[CH:13][C:12]([C:15]([F:17])([F:16])[F:18])=[CH:11][CH:10]=3)[N:5]=2)[CH2:20][CH2:21]1. (6) Given the reactants [Cl:1][C:2]1[CH:23]=[C:22](OS(C(F)(F)F)(=O)=O)[C:5]2[O:6][C@@H:7]([CH2:10][O:11][S:12]([C:15]3[CH:20]=[CH:19][C:18]([CH3:21])=[CH:17][CH:16]=3)(=[O:14])=[O:13])[CH2:8][O:9][C:4]=2[CH:3]=1.[Cl:32][C:33]1[CH:34]=[CH:35][C:36]([O:42][CH3:43])=[C:37](B(O)O)[CH:38]=1, predict the reaction product. The product is: [Cl:32][C:33]1[CH:38]=[CH:37][C:36]([O:42][CH3:43])=[C:35]([C:22]2[C:5]3[O:6][C@@H:7]([CH2:10][O:11][S:12]([C:15]4[CH:20]=[CH:19][C:18]([CH3:21])=[CH:17][CH:16]=4)(=[O:14])=[O:13])[CH2:8][O:9][C:4]=3[CH:3]=[C:2]([Cl:1])[CH:23]=2)[CH:34]=1.